This data is from Reaction yield outcomes from USPTO patents with 853,638 reactions. The task is: Predict the reaction yield, written as a fraction of the theoretical maximum amount of product (1.0 means a 100% yield; for example, 0.34 means a 34% yield). (1) The reactants are [O:1]=[C:2]1[NH:6][C:5]2[CH:7]=[CH:8][C:9]([CH:11]([C:13]3[CH:17]=[CH:16][N:15]([C:18]4[N:23]=[CH:22][C:21]([C:24]([O-:26])=[O:25])=[CH:20][CH:19]=4)[N:14]=3)[CH3:12])=[CH:10][C:4]=2[S:3]1.[H-].[Na+].[CH3:29][Si:30]([CH3:37])([CH3:36])[CH2:31][CH2:32][O:33][CH2:34]Cl.[CH3:38]N(C)C=O. The catalyst is [Cl-].[Na+].[Cl-].[Na+].O.C(OCC)(=O)C. The product is [O:1]=[C:2]1[N:6]([CH2:34][O:33][CH2:32][CH2:31][Si:30]([CH3:37])([CH3:36])[CH3:29])[C:5]2[CH:7]=[CH:8][C:9]([CH:11]([C:13]3[CH:17]=[CH:16][N:15]([C:18]4[N:23]=[CH:22][C:21]([C:24]([O:26][CH3:38])=[O:25])=[CH:20][CH:19]=4)[N:14]=3)[CH3:12])=[CH:10][C:4]=2[S:3]1. The yield is 0.490. (2) The reactants are [S:1]1[CH:5]=[CH:4][C:3]2[CH:6]=[CH:7][CH:8]=[CH:9][C:2]1=2.C([Li])CCC.[Br:15][C:16]1[CH:17]=[CH:18][C:19]([F:24])=[C:20]([CH:23]=1)[CH:21]=[O:22]. The catalyst is O.O1CCCC1.CCCCCC. The product is [S:1]1[C:2]2[CH:9]=[CH:8][CH:7]=[CH:6][C:3]=2[CH:4]=[C:5]1[CH:21]([C:20]1[CH:23]=[C:16]([Br:15])[CH:17]=[CH:18][C:19]=1[F:24])[OH:22]. The yield is 0.836. (3) The reactants are [NH2:1][C:2]1[CH:7]=[CH:6][C:5]([S:8][C:9]2[CH:17]=[CH:16][C:12]([C:13](O)=[O:14])=[CH:11][C:10]=2[NH:18][C:19]2[C:20]3[CH:28]=[CH:27][C:26]([CH:29]([CH3:31])[CH3:30])=[N:25][C:21]=3[N:22]=[CH:23][N:24]=2)=[CH:4][C:3]=1[F:32].F[P-](F)(F)(F)(F)F.N1(OC(N(C)C)=[N+](C)C)C2N=CC=CC=2N=N1.[NH2:57][C:58]([C:62]1[CH:67]=[CH:66][CH:65]=[CH:64][CH:63]=1)([CH3:61])[CH2:59][OH:60].C(N(CC)C(C)C)(C)C. The yield is 0.480. The product is [NH2:1][C:2]1[CH:7]=[CH:6][C:5]([S:8][C:9]2[CH:17]=[CH:16][C:12]([C:13]([NH:57][C:58]([C:62]3[CH:67]=[CH:66][CH:65]=[CH:64][CH:63]=3)([CH3:61])[CH2:59][OH:60])=[O:14])=[CH:11][C:10]=2[NH:18][C:19]2[C:20]3[CH:28]=[CH:27][C:26]([CH:29]([CH3:30])[CH3:31])=[N:25][C:21]=3[N:22]=[CH:23][N:24]=2)=[CH:4][C:3]=1[F:32]. The catalyst is CS(C)=O.C(OCC)(=O)C.O. (4) The reactants are [F:1][C:2]1[CH:3]=[CH:4][C:5]([C:8]2[N:12]=[N:11][N:10]([CH3:13])[C:9]=2[CH2:14][O:15][C:16]2[CH:17]=[CH:18][C:19]([C:22]([OH:24])=O)=[N:20][CH:21]=2)=[N:6][CH:7]=1.CN(C(O[N:33]1N=N[C:35]2C=CC=[CH:39][C:34]1=2)=[N+](C)C)C.[B-](F)(F)(F)F.CCN(C(C)C)C(C)C.C(N)(C)C. The catalyst is CN(C=O)C. The product is [CH:34]([NH:33][C:22]([C:19]1[CH:18]=[CH:17][C:16]([O:15][CH2:14][C:9]2[N:10]([CH3:13])[N:11]=[N:12][C:8]=2[C:5]2[CH:4]=[CH:3][C:2]([F:1])=[CH:7][N:6]=2)=[CH:21][N:20]=1)=[O:24])([CH3:39])[CH3:35]. The yield is 0.620. (5) The reactants are [CH2:1]([C:5]1[N:10]=[C:9]([CH2:11][O:12]C)[N:8]([CH2:14][C:15]([CH3:18])([CH3:17])[CH3:16])[C:7](=[O:19])[C:6]=1[CH2:20][C:21]1[CH:26]=[CH:25][C:24]([C:27]2[CH:32]=[CH:31][CH:30]=[CH:29][C:28]=2[C:33]2[NH:37][C:36](=[O:38])[O:35][N:34]=2)=[CH:23][CH:22]=1)[CH2:2][CH2:3][CH3:4].B(Br)(Br)Br.[OH-].[Na+].Cl. The catalyst is C(OCC)(=O)C.ClCCl. The product is [CH2:1]([C:5]1[N:10]=[C:9]([CH2:11][OH:12])[N:8]([CH2:14][C:15]([CH3:17])([CH3:18])[CH3:16])[C:7](=[O:19])[C:6]=1[CH2:20][C:21]1[CH:22]=[CH:23][C:24]([C:27]2[CH:32]=[CH:31][CH:30]=[CH:29][C:28]=2[C:33]2[NH:37][C:36](=[O:38])[O:35][N:34]=2)=[CH:25][CH:26]=1)[CH2:2][CH2:3][CH3:4]. The yield is 0.980. (6) The reactants are [Br:1][C:2]1[CH:10]=[C:9](/[CH:11]=[CH:12]/[CH:13]([C:18]2[CH:23]=[C:22]([Cl:24])[C:21]([Cl:25])=[C:20]([Cl:26])[CH:19]=2)[C:14]([F:17])([F:16])[F:15])[CH:8]=[CH:7][C:3]=1[C:4](O)=[O:5].ClCCCl.CCN=C=NCCCN(C)C.Cl.Cl.[F:44][C:45]([F:53])([F:52])[CH2:46][NH:47][C:48]([NH:50][NH2:51])=[O:49]. The catalyst is CN(C1C=CN=CC=1)C.C(Cl)Cl. The product is [Br:1][C:2]1[CH:10]=[C:9](/[CH:11]=[CH:12]/[CH:13]([C:18]2[CH:19]=[C:20]([Cl:26])[C:21]([Cl:25])=[C:22]([Cl:24])[CH:23]=2)[C:14]([F:17])([F:16])[F:15])[CH:8]=[CH:7][C:3]=1[C:4]([NH:51][NH:50][C:48]([NH:47][CH2:46][C:45]([F:53])([F:52])[F:44])=[O:49])=[O:5]. The yield is 0.260.